Predict the product of the given reaction. From a dataset of Forward reaction prediction with 1.9M reactions from USPTO patents (1976-2016). Given the reactants [Cl:1][C:2]1[CH:21]=[CH:20][C:19]([C:22]2[C:27]([OH:28])=[CH:26][CH:25]=[CH:24][N:23]=2)=[CH:18][C:3]=1[C:4]([NH:6][CH2:7][C:8]12[CH2:17][CH:12]3[CH2:13][CH:14]([CH2:16][CH:10]([CH2:11]3)[CH2:9]1)[CH2:15]2)=[O:5].Cl[CH2:30][C:31]([O:33][CH2:34][CH3:35])=[O:32].C(=O)([O-])[O-].[K+].[K+], predict the reaction product. The product is: [Cl:1][C:2]1[CH:21]=[CH:20][C:19]([C:22]2[C:27]([O:28][CH2:30][C:31]([O:33][CH2:34][CH3:35])=[O:32])=[CH:26][CH:25]=[CH:24][N:23]=2)=[CH:18][C:3]=1[C:4]([NH:6][CH2:7][C:8]12[CH2:9][CH:10]3[CH2:16][CH:14]([CH2:13][CH:12]([CH2:11]3)[CH2:17]1)[CH2:15]2)=[O:5].